Dataset: Peptide-MHC class I binding affinity with 185,985 pairs from IEDB/IMGT. Task: Regression. Given a peptide amino acid sequence and an MHC pseudo amino acid sequence, predict their binding affinity value. This is MHC class I binding data. (1) The peptide sequence is LYMAISPKF. The MHC is HLA-A26:01 with pseudo-sequence HLA-A26:01. The binding affinity (normalized) is 0.332. (2) The peptide sequence is TRMMETQTSTW. The MHC is HLA-B27:05 with pseudo-sequence HLA-B27:05. The binding affinity (normalized) is 0.276. (3) The peptide sequence is QTEENLLDF. The MHC is SLA-10401 with pseudo-sequence SLA-10401. The binding affinity (normalized) is 0.582. (4) The peptide sequence is SRYWAIRTR. The MHC is HLA-A11:01 with pseudo-sequence HLA-A11:01. The binding affinity (normalized) is 0.0847. (5) The peptide sequence is SLLFKTSAGV. The MHC is HLA-A02:03 with pseudo-sequence HLA-A02:03. The binding affinity (normalized) is 0.477.